Dataset: Catalyst prediction with 721,799 reactions and 888 catalyst types from USPTO. Task: Predict which catalyst facilitates the given reaction. (1) Reactant: [Cl:1][C:2]1[CH:7]=[CH:6][CH:5]=[CH:4][C:3]=1[CH:8](O)[C:9]1[S:13][C:12]([NH:14][C:15]([C:17]2([C:20]3[CH:28]=[CH:27][C:23]4[O:24][CH2:25][O:26][C:22]=4[CH:21]=3)[CH2:19][CH2:18]2)=[O:16])=[N:11][CH:10]=1.C(N(CC)CC)C.CS(Cl)(=O)=O.[NH:42]1[CH2:46][CH2:45][C@@H:44]([OH:47])[CH2:43]1. Product: [O:24]1[C:23]2[CH:27]=[CH:28][C:20]([C:17]3([C:15]([NH:14][C:12]4[S:13][C:9]([CH:8]([C:3]5[CH:4]=[CH:5][CH:6]=[CH:7][C:2]=5[Cl:1])[N:42]5[CH2:46][CH2:45][C@@H:44]([OH:47])[CH2:43]5)=[CH:10][N:11]=4)=[O:16])[CH2:18][CH2:19]3)=[CH:21][C:22]=2[O:26][CH2:25]1. The catalyst class is: 4. (2) Reactant: [Cl:1][C:2]1[N:11]=[CH:10][C:9]2[N:8]([C:12]3[CH:13]=[C:14]([CH:17]=[CH:18][CH:19]=3)[C:15]#[N:16])[C:7](=[O:20])[C@@H:6]([CH3:21])[NH:5][C:4]=2[N:3]=1.[CH:22]1([CH2:26]Br)[CH2:25][CH2:24][CH2:23]1.[H-].[Na+]. Product: [Cl:1][C:2]1[N:11]=[CH:10][C:9]2[N:8]([C:12]3[CH:13]=[C:14]([CH:17]=[CH:18][CH:19]=3)[C:15]#[N:16])[C:7](=[O:20])[C@@H:6]([CH3:21])[N:5]([CH2:26][CH:22]3[CH2:25][CH2:24][CH2:23]3)[C:4]=2[N:3]=1. The catalyst class is: 18. (3) Reactant: [CH3:1][O:2][C:3]1[C:4]([CH:24]=[C:25]([CH3:27])[CH3:26])=[CH:5][C:6]2[C:12]3[N:13]([C:19]4[S:20][CH:21]=[CH:22][N:23]=4)[N:14]=[C:15]([C:16](O)=[O:17])[C:11]=3[CH2:10][O:9][C:7]=2[CH:8]=1.[C:28]([NH:32][CH3:33])([CH3:31])([CH3:30])[CH3:29].CN(C(ON1N=NC2C=CC=NC1=2)=[N+](C)C)C.F[P-](F)(F)(F)(F)F.C(N(C(C)C)CC)(C)C. Product: [C:28]([N:32]([CH3:33])[C:16]([C:15]1[C:11]2[CH2:10][O:9][C:7]3[CH:8]=[C:3]([O:2][CH3:1])[C:4]([CH:24]=[C:25]([CH3:26])[CH3:27])=[CH:5][C:6]=3[C:12]=2[N:13]([C:19]2[S:20][CH:21]=[CH:22][N:23]=2)[N:14]=1)=[O:17])([CH3:31])([CH3:30])[CH3:29]. The catalyst class is: 2. (4) Reactant: Br[CH2:2][CH2:3][CH2:4][N:5]1[C:9](=[O:10])[C:8]2=[CH:11][CH:12]=[CH:13][CH:14]=[C:7]2[C:6]1=[O:15].NC(N)=[S:18].[OH-].[Na+]. Product: [SH:18][CH2:2][CH2:3][CH2:4][N:5]1[C:9](=[O:10])[C:8]2=[CH:11][CH:12]=[CH:13][CH:14]=[C:7]2[C:6]1=[O:15]. The catalyst class is: 40. (5) Reactant: [CH3:1][O:2][C:3]1[CH:4]=[C:5]([C:11]2([CH:16]=[CH:17][CH2:18][CH2:19][CH2:20][CH3:21])[CH2:15][CH2:14][CH2:13][CH2:12]2)[CH:6]=[C:7]([O:9][CH3:10])[CH:8]=1. Product: [CH3:10][O:9][C:7]1[CH:6]=[C:5]([C:11]2([CH2:16][CH2:17][CH2:18][CH2:19][CH2:20][CH3:21])[CH2:15][CH2:14][CH2:13][CH2:12]2)[CH:4]=[C:3]([O:2][CH3:1])[CH:8]=1. The catalyst class is: 78. (6) Reactant: [CH3:1][O:2][C:3]1[CH:8]=[CH:7][CH:6]=[C:5]([O:9][CH3:10])[C:4]=1/[CH:11]=[CH:12]/[CH:13]=[C:14](/[N:20]=P(C1C=CC=CC=1)(C1C=CC=CC=1)C1C=CC=CC=1)\[C:15]([O:17][CH2:18][CH3:19])=[O:16].[Cl:40][C:41]1[CH:48]=[CH:47][C:44]([CH:45]=O)=[CH:43][C:42]=1[OH:49]. Product: [Cl:40][C:41]1[CH:48]=[CH:47][C:44]([C:45]2[N:20]=[C:14]([C:15]([O:17][CH2:18][CH3:19])=[O:16])[CH:13]=[CH:12][C:11]=2[C:4]2[C:5]([O:9][CH3:10])=[CH:6][CH:7]=[CH:8][C:3]=2[O:2][CH3:1])=[CH:43][C:42]=1[OH:49]. The catalyst class is: 10. (7) Reactant: [Cl:1][C:2]1[C:7]([F:8])=[CH:6][N:5]=[C:4]2[NH:9][CH:10]=[CH:11][C:3]=12.[H-].[Na+].[C:14]1([S:20](Cl)(=[O:22])=[O:21])[CH:19]=[CH:18][CH:17]=[CH:16][CH:15]=1. Product: [Cl:1][C:2]1[C:7]([F:8])=[CH:6][N:5]=[C:4]2[N:9]([S:20]([C:14]3[CH:19]=[CH:18][CH:17]=[CH:16][CH:15]=3)(=[O:22])=[O:21])[CH:10]=[CH:11][C:3]=12. The catalyst class is: 9.